Dataset: Reaction yield outcomes from USPTO patents with 853,638 reactions. Task: Predict the reaction yield, written as a fraction of the theoretical maximum amount of product (1.0 means a 100% yield; for example, 0.34 means a 34% yield). (1) The reactants are [F:1][C:2]1[C:7]2[N:8]=[C:9]([CH2:11][C:12]3[C:20]4[C:15](=[CH:16][CH:17]=[CH:18][CH:19]=4)[N:14]([CH2:21][C:22]([O:24]CC)=[O:23])[CH:13]=3)[S:10][C:6]=2[C:5]([F:27])=[CH:4][C:3]=1[F:28].[OH-].[Na+].Cl. The catalyst is COCCOC. The product is [F:1][C:2]1[C:7]2[N:8]=[C:9]([CH2:11][C:12]3[C:20]4[C:15](=[CH:16][CH:17]=[CH:18][CH:19]=4)[N:14]([CH2:21][C:22]([OH:24])=[O:23])[CH:13]=3)[S:10][C:6]=2[C:5]([F:27])=[CH:4][C:3]=1[F:28]. The yield is 0.980. (2) The reactants are [CH3:1][C:2]1[O:3][C:4]2[CH:10]=[CH:9][C:8]([NH2:11])=[CH:7][C:5]=2[CH:6]=1.CS[CH:14]=[C:15]([C:18]#[N:19])[C:16]#[N:17].C(N(CC)CC)C.[NH2:27][CH:28]1[CH2:34][CH2:33][C:32]2[CH:35]=[CH:36][CH:37]=[CH:38][C:31]=2[N:30]([CH2:39][C:40]([N:42]2[CH2:46][CH2:45][CH2:44][CH2:43]2)=[O:41])[C:29]1=[O:47]. The catalyst is C(O)C. The product is [C:16]([C:15]([C:18]#[N:19])=[C:14]([NH:27][CH:28]1[CH2:34][CH2:33][C:32]2[CH:35]=[CH:36][CH:37]=[CH:38][C:31]=2[N:30]([CH2:39][C:40]([N:42]2[CH2:43][CH2:44][CH2:45][CH2:46]2)=[O:41])[C:29]1=[O:47])[NH:11][C:8]1[CH:9]=[CH:10][C:4]2[O:3][C:2]([CH3:1])=[CH:6][C:5]=2[CH:7]=1)#[N:17]. The yield is 0.0300.